Dataset: Forward reaction prediction with 1.9M reactions from USPTO patents (1976-2016). Task: Predict the product of the given reaction. (1) Given the reactants [Br-].[CH:2]1([C:7](=O)[CH2:8][N+:9]2[CH:14]=[CH:13][CH:12]=[CH:11][C:10]=2[CH3:15])[CH2:6][CH2:5][CH2:4][CH2:3]1, predict the reaction product. The product is: [CH:2]1([C:7]2[CH:15]=[C:10]3[N:9]([CH:8]=2)[CH:14]=[CH:13][CH:12]=[CH:11]3)[CH2:6][CH2:5][CH2:4][CH2:3]1. (2) Given the reactants [Br:1][CH2:2][CH2:3][CH2:4][CH2:5][CH2:6][CH2:7][CH2:8][CH2:9][CH2:10][CH2:11][C:12]([OH:14])=O.[CH2:15]([N:19](CCCC)CCCC)[CH2:16][CH2:17][CH3:18].C(N)CCC, predict the reaction product. The product is: [CH2:15]([NH:19][C:12](=[O:14])[CH2:11][CH2:10][CH2:9][CH2:8][CH2:7][CH2:6][CH2:5][CH2:4][CH2:3][CH2:2][Br:1])[CH2:16][CH2:17][CH3:18]. (3) Given the reactants [Br:1][C:2]1[CH:11]=[C:10]2[C:5]([C:6](O)=[CH:7][CH:8]=[N:9]2)=[CH:4][C:3]=1[CH3:13].O=P(Cl)(Cl)[Cl:16], predict the reaction product. The product is: [Br:1][C:2]1[CH:11]=[C:10]2[C:5]([C:6]([Cl:16])=[CH:7][CH:8]=[N:9]2)=[CH:4][C:3]=1[CH3:13]. (4) Given the reactants [CH2:1]1[C:11]2=[C:12]3[C:7](=[CH:8][CH:9]=[CH:10]2)[CH2:6][CH2:5][CH2:4][N:3]3[CH2:2]1.[Br:13]N1C(=O)CCC1=O.S([O-])([O-])=O.[Na+].[Na+], predict the reaction product. The product is: [Br:13][C:9]1[CH:8]=[C:7]2[C:12]3=[C:11]([CH2:1][CH2:2][N:3]3[CH2:4][CH2:5][CH2:6]2)[CH:10]=1. (5) Given the reactants P(Cl)(Cl)(Cl)=O.C[N:7]([CH:9]=O)C.[C:11]1(=O)[CH2:16][CH2:15][CH2:14][CH2:13][CH2:12]1.[ClH:18].NO, predict the reaction product. The product is: [Cl:18][C:11]1[CH2:16][CH2:15][CH2:14][CH2:13][C:12]=1[C:9]#[N:7]. (6) Given the reactants CO.C[O-].[Na+].[O:6]1CCC[CH2:7]1.[Cl:11][C:12]1[N:13]=[N:14][C:15](Cl)=[CH:16][CH:17]=1, predict the reaction product. The product is: [CH3:7][O:6][C:15]1[N:14]=[N:13][C:12]([Cl:11])=[CH:17][CH:16]=1.